From a dataset of Forward reaction prediction with 1.9M reactions from USPTO patents (1976-2016). Predict the product of the given reaction. (1) Given the reactants [NH2:1][C:2]1[S:3][C:4]([C:8]2[CH:13]=[CH:12][C:11]([C:14](=[O:16])[CH3:15])=[C:10]([F:17])[CH:9]=2)=[C:5]([CH3:7])[N:6]=1.[CH:18]1[N:22]=[CH:21][N:20]([C:23](N2C=NC=C2)=[O:24])[CH:19]=1, predict the reaction product. The product is: [C:14]([C:11]1[CH:12]=[CH:13][C:8]([C:4]2[S:3][C:2]([NH:1][C:23]([N:20]3[CH:19]=[CH:18][N:22]=[CH:21]3)=[O:24])=[N:6][C:5]=2[CH3:7])=[CH:9][C:10]=1[F:17])(=[O:16])[CH3:15]. (2) Given the reactants [CH3:1][CH:2]([OH:4])[CH3:3].[Na].Cl[C:7]1[C:8]([C:13]([OH:15])=[O:14])=[N:9][CH:10]=[CH:11][CH:12]=1, predict the reaction product. The product is: [CH:2]([O:4][C:7]1[C:8]([C:13]([OH:15])=[O:14])=[N:9][CH:10]=[CH:11][CH:12]=1)([CH3:3])[CH3:1]. (3) Given the reactants [F:1][C:2]([F:20])([F:19])[C:3]1[CH:8]=[CH:7][CH:6]=[CH:5][C:4]=1[CH2:9][NH:10][C:11]([CH:13]1[CH2:18][CH2:17][NH:16][CH2:15][CH2:14]1)=[O:12].[Cl:21][C:22]1[N:27]=[C:26](Cl)[N:25]=[CH:24][N:23]=1.C(N(C(C)C)CC)(C)C, predict the reaction product. The product is: [Cl:21][C:22]1[N:27]=[CH:26][N:25]=[C:24]([N:16]2[CH2:17][CH2:18][CH:13]([C:11]([NH:10][CH2:9][C:4]3[CH:5]=[CH:6][CH:7]=[CH:8][C:3]=3[C:2]([F:1])([F:19])[F:20])=[O:12])[CH2:14][CH2:15]2)[N:23]=1. (4) Given the reactants CC1C=CC(S(O[CH2:12][CH:13]2[O:18][C:17]3[CH:19]=[C:20]([O:23][S:24]([C:27]([F:30])([F:29])[F:28])(=[O:26])=[O:25])[CH:21]=[CH:22][C:16]=3[O:15][CH2:14]2)(=O)=O)=CC=1.[NH:31]1[CH2:35][CH2:34][CH2:33][CH2:32]1, predict the reaction product. The product is: [F:28][C:27]([F:30])([F:29])[S:24]([O:23][C:20]1[CH:21]=[CH:22][C:16]2[O:15][CH2:14][CH:13]([CH2:12][N:31]3[CH2:35][CH2:34][CH2:33][CH2:32]3)[O:18][C:17]=2[CH:19]=1)(=[O:25])=[O:26]. (5) Given the reactants [CH3:1][C:2]1[C:3]([C:17]([O:19][CH3:20])=[O:18])=[C:4]2[N:9]([C:10]=1[C:11]1[CH:12]=[N:13][CH:14]=[CH:15][CH:16]=1)[CH:8]=[CH:7][CH:6]=[CH:5]2.[CH3:21][S:22]([OH:25])(=[O:24])=[O:23], predict the reaction product. The product is: [CH3:21][S:22]([OH:25])(=[O:24])=[O:23].[CH3:1][C:2]1[C:3]([C:17]([O:19][CH3:20])=[O:18])=[C:4]2[N:9]([C:10]=1[C:11]1[CH:12]=[N:13][CH:14]=[CH:15][CH:16]=1)[CH:8]=[CH:7][CH:6]=[CH:5]2. (6) Given the reactants [CH3:1][C:2]1[O:6][N:5]=[C:4]([C:7]([NH:9][C@@H:10]2[C:24](=[O:25])[N:23]3[CH2:26][C@H:27]([O:29]C(=O)C4C=CC([N+]([O-])=O)=CC=4)[CH2:28][C@H:22]3[C:21](=[O:41])[NH:20][C@:19]3([C:43]([O:45][CH2:46][CH3:47])=[O:44])[CH2:42][CH:18]3[CH:17]=[CH:16][CH2:15][CH2:14][CH2:13][CH2:12][CH2:11]2)=[O:8])[CH:3]=1.C1COCC1.[Li+].[OH-].Cl, predict the reaction product. The product is: [OH:29][C@H:27]1[CH2:26][N:23]2[C:24](=[O:25])[C@@H:10]([NH:9][C:7]([C:4]3[CH:3]=[C:2]([CH3:1])[O:6][N:5]=3)=[O:8])[CH2:11][CH2:12][CH2:13][CH2:14][CH2:15][CH:16]=[CH:17][CH:18]3[CH2:42][C@@:19]3([C:43]([O:45][CH2:46][CH3:47])=[O:44])[NH:20][C:21](=[O:41])[C@@H:22]2[CH2:28]1.